This data is from Peptide-MHC class I binding affinity with 185,985 pairs from IEDB/IMGT. The task is: Regression. Given a peptide amino acid sequence and an MHC pseudo amino acid sequence, predict their binding affinity value. This is MHC class I binding data. (1) The peptide sequence is YLKAKREKL. The MHC is HLA-B08:01 with pseudo-sequence HLA-B08:01. The binding affinity (normalized) is 0.541. (2) The peptide sequence is HVPTRGTAM. The MHC is HLA-A26:01 with pseudo-sequence HLA-A26:01. The binding affinity (normalized) is 0.0847. (3) The peptide sequence is NLATSIYTI. The MHC is HLA-A02:01 with pseudo-sequence HLA-A02:01. The binding affinity (normalized) is 0.959. (4) The peptide sequence is NQNLIPSTVK. The MHC is HLA-A11:01 with pseudo-sequence HLA-A11:01. The binding affinity (normalized) is 0.456. (5) The peptide sequence is KTKFFTRRL. The MHC is HLA-B15:01 with pseudo-sequence HLA-B15:01. The binding affinity (normalized) is 0.151. (6) The peptide sequence is YLNAVSLCI. The MHC is HLA-C15:02 with pseudo-sequence HLA-C15:02. The binding affinity (normalized) is 0.706. (7) The peptide sequence is RQFRYDGDM. The MHC is H-2-Db with pseudo-sequence H-2-Db. The binding affinity (normalized) is 0.